This data is from Catalyst prediction with 721,799 reactions and 888 catalyst types from USPTO. The task is: Predict which catalyst facilitates the given reaction. (1) Reactant: Cl[C:2]1[N:7]=[C:6]([C:8]2[C:16]3[C:11](=[CH:12][CH:13]=[CH:14][CH:15]=3)[N:10]([S:17]([C:20]3[CH:25]=[CH:24][CH:23]=[CH:22][CH:21]=3)(=[O:19])=[O:18])[CH:9]=2)[C:5]([Cl:26])=[CH:4][N:3]=1.[NH2:27][C@H:28]1[CH2:33][CH2:32][C@H:31]([NH2:34])[CH2:30][CH2:29]1.CCN(C(C)C)C(C)C. Product: [Cl:26][C:5]1[C:6]([C:8]2[C:16]3[C:11](=[CH:12][CH:13]=[CH:14][CH:15]=3)[N:10]([S:17]([C:20]3[CH:25]=[CH:24][CH:23]=[CH:22][CH:21]=3)(=[O:18])=[O:19])[CH:9]=2)=[N:7][C:2]([NH:27][C@H:28]2[CH2:33][CH2:32][C@H:31]([NH2:34])[CH2:30][CH2:29]2)=[N:3][CH:4]=1. The catalyst class is: 296. (2) Reactant: [C:1]([O:5][C:6]([C:8]1[CH:13]=[C:12]([O:14][C:15]2[CH:24]=[C:23]3[C:18]([CH:19]=[CH:20][C:21]([C:25]([OH:27])=[O:26])=[CH:22]3)=[CH:17][CH:16]=2)[CH:11]=[CH:10][N:9]=1)=[O:7])([CH3:4])([CH3:3])[CH3:2].[CH3:28][Si](C=[N+]=[N-])(C)C.CCCCCC. Product: [CH3:28][O:26][C:25]([C:21]1[CH:22]=[C:23]2[C:18]([CH:17]=[CH:16][C:15]([O:14][C:12]3[CH:11]=[CH:10][N:9]=[C:8]([C:6]([O:5][C:1]([CH3:4])([CH3:2])[CH3:3])=[O:7])[CH:13]=3)=[CH:24]2)=[CH:19][CH:20]=1)=[O:27]. The catalyst class is: 442. (3) Reactant: [NH2:1][C:2]1[CH:3]=[CH:4][C:5]2[N:6]([CH:8]=[C:9]([C:11]([C:13]3[CH:18]=[CH:17][CH:16]=[CH:15][CH:14]=3)=[O:12])[N:10]=2)[CH:7]=1.[C:19](OC(=O)C)(=[O:21])[CH3:20]. Product: [C:11]([C:9]1[N:10]=[C:5]2[CH:4]=[CH:3][C:2]([NH:1][C:19](=[O:21])[CH3:20])=[CH:7][N:6]2[CH:8]=1)(=[O:12])[C:13]1[CH:14]=[CH:15][CH:16]=[CH:17][CH:18]=1. The catalyst class is: 15.